This data is from Reaction yield outcomes from USPTO patents with 853,638 reactions. The task is: Predict the reaction yield, written as a fraction of the theoretical maximum amount of product (1.0 means a 100% yield; for example, 0.34 means a 34% yield). (1) The reactants are [Cl:1][C:2]1[N:10]=[CH:9][C:8]([Cl:11])=[CH:7][C:3]=1[C:4]([OH:6])=O.ClC1C=CC(COC2C=CC(F)=CC=2F)=C(C=1)C([NH:20][C@H:21]([C:23]1[CH:32]=[CH:31][C:26]([C:27]([O:29][CH3:30])=[O:28])=[CH:25][CH:24]=1)[CH3:22])=O.C(N1C=CN=C1)(N1C=CN=C1)=O.O. The catalyst is ClCCl. The product is [Cl:1][C:2]1[C:3]([C:4]([NH:20][C@H:21]([C:23]2[CH:32]=[CH:31][C:26]([C:27]([O:29][CH3:30])=[O:28])=[CH:25][CH:24]=2)[CH3:22])=[O:6])=[CH:7][C:8]([Cl:11])=[CH:9][N:10]=1. The yield is 0.930. (2) The reactants are [NH2:1][C:2]1[N:7]=[CH:6][N:5]=[C:4]2[N:8]([C@@H:25]3[CH2:30][CH2:29][CH2:28][N:27]([C:31](=[O:35])[CH2:32][C:33]#[N:34])[CH2:26]3)[N:9]=[C:10]([C:11]3[CH:16]=[CH:15][C:14]([O:17][C:18]4[CH:23]=[CH:22][CH:21]=[CH:20][CH:19]=4)=[CH:13][C:12]=3[F:24])[C:3]=12.[OH:36][CH:37]1[CH2:42][CH2:41][N:40]([C:43]([CH3:47])([CH3:46])[CH:44]=O)[CH2:39][CH2:38]1.N1CCCC1.C(Cl)Cl. The yield is 0.320. The product is [NH2:1][C:2]1[N:7]=[CH:6][N:5]=[C:4]2[N:8]([C@@H:25]3[CH2:30][CH2:29][CH2:28][N:27]([C:31]([C:32](=[CH:47][C:43]([N:40]4[CH2:41][CH2:42][CH:37]([OH:36])[CH2:38][CH2:39]4)([CH3:44])[CH3:46])[C:33]#[N:34])=[O:35])[CH2:26]3)[N:9]=[C:10]([C:11]3[CH:16]=[CH:15][C:14]([O:17][C:18]4[CH:19]=[CH:20][CH:21]=[CH:22][CH:23]=4)=[CH:13][C:12]=3[F:24])[C:3]=12. The catalyst is C([O-])(O)=O.[Na+].